Dataset: Forward reaction prediction with 1.9M reactions from USPTO patents (1976-2016). Task: Predict the product of the given reaction. (1) Given the reactants [Br:1][C:2]1[CH:7]=[CH:6][CH:5]=[CH:4][C:3]=1[OH:8].C1(P(C2C=CC=CC=2)C2C=CC=CC=2)C=CC=CC=1.[F:28][C:29]1[CH:37]=[CH:36][C:32]([CH2:33][CH2:34]O)=[CH:31][CH:30]=1.N(C(OC(C)C)=O)=NC(OC(C)C)=O, predict the reaction product. The product is: [F:28][C:29]1[CH:37]=[CH:36][C:32]([CH2:33][CH2:34][O:8][C:3]2[CH:4]=[CH:5][CH:6]=[CH:7][C:2]=2[Br:1])=[CH:31][CH:30]=1. (2) Given the reactants [Cl:1][C:2]1[C:20]([Cl:21])=[C:19]([CH2:22][CH2:23][C:24](=[O:40])[C:25]2[S:26][C:27]([C:30]3[CH:35]=[CH:34][C:33]([C:36]([F:39])([F:38])[F:37])=[CH:32][CH:31]=3)=[CH:28][CH:29]=2)[CH:18]=[CH:17][C:3]=1[O:4][CH:5]([C:11]1[CH:16]=[CH:15][CH:14]=[CH:13][CH:12]=1)[C:6]([O:8]CC)=[O:7].[OH-].[Na+], predict the reaction product. The product is: [Cl:1][C:2]1[C:20]([Cl:21])=[C:19]([CH2:22][CH2:23][C:24](=[O:40])[C:25]2[S:26][C:27]([C:30]3[CH:31]=[CH:32][C:33]([C:36]([F:37])([F:38])[F:39])=[CH:34][CH:35]=3)=[CH:28][CH:29]=2)[CH:18]=[CH:17][C:3]=1[O:4][CH:5]([C:11]1[CH:16]=[CH:15][CH:14]=[CH:13][CH:12]=1)[C:6]([OH:8])=[O:7]. (3) Given the reactants ClC1C=C([N:8]2N=[N:11][C:10]([C:13]3[CH:18]=[CH:17][CH:16]=[CH:15][N:14]=3)=[N:9]2)C=CC=1.[F:19][C:20]1[CH:21]=[C:22]([CH:24]=[C:25]([F:27])[CH:26]=1)[NH2:23].N1C=CC=CC=1C=O, predict the reaction product. The product is: [F:19][C:20]1[CH:21]=[C:22]([N:23]2[N:8]=[N:9][C:10]([C:13]3[CH:18]=[CH:17][CH:16]=[CH:15][N:14]=3)=[N:11]2)[CH:24]=[C:25]([F:27])[CH:26]=1. (4) The product is: [CH3:20][N:19]1[C:15]([C:3](=[N:2][O:1][CH2:23][C:24]2[N:25]=[C:26]([NH2:29])[S:27][CH:28]=2)[C:4]2[CH:9]=[CH:8][C:7]([CH3:10])=[C:6]([C:11]([F:13])([F:14])[F:12])[CH:5]=2)=[N:16][N:17]=[N:18]1. Given the reactants [OH:1][N:2]=[C:3]([C:15]1[N:19]([CH3:20])[N:18]=[N:17][N:16]=1)[C:4]1[CH:9]=[CH:8][C:7]([CH3:10])=[C:6]([C:11]([F:14])([F:13])[F:12])[CH:5]=1.Cl.Cl[CH2:23][C:24]1[N:25]=[C:26]([NH2:29])[S:27][CH:28]=1, predict the reaction product.